Task: Predict the reactants needed to synthesize the given product.. Dataset: Full USPTO retrosynthesis dataset with 1.9M reactions from patents (1976-2016) (1) Given the product [OH:1][C:2]1[C:3]([CH:19]([C:22]2[CH:27]=[CH:26][CH:25]=[CH:24][CH:23]=2)[CH2:20][CH3:43])=[N:4][C:5]2[C:10]([C:11]=1[C:12]([OH:14])=[O:13])=[CH:9][CH:8]=[CH:7][C:6]=2[CH:28]([CH3:30])[CH3:29], predict the reactants needed to synthesize it. The reactants are: [OH:1][C:2]1[C:3]([C:19]([C:22]2[CH:27]=[CH:26][CH:25]=[CH:24][CH:23]=2)(C)[CH3:20])=[N:4][C:5]2[C:10]([C:11]=1[C:12]([OH:14])=[O:13])=[CH:9][CH:8]=[C:7]1CCCC[C:6]=21.[CH:28](C1C=CC=C2C=1NC(=O)C2=O)([CH3:30])[CH3:29].O[CH2:43]C(=O)C(C1C=CC=CC=1)CC. (2) Given the product [C:11]([C:8]1[CH:9]=[CH:10][C:2]([C:22]2[CH2:23][N:24]([C:28]([O:30][C:31]([CH3:34])([CH3:33])[CH3:32])=[O:29])[CH2:25][CH2:26][CH:27]=2)=[C:3]2[C:7]=1[NH:6][CH:5]=[CH:4]2)(=[O:12])[NH2:13], predict the reactants needed to synthesize it. The reactants are: Br[C:2]1[CH:10]=[CH:9][C:8]([C:11]([NH2:13])=[O:12])=[C:7]2[C:3]=1[CH:4]=[CH:5][NH:6]2.CC1(C)C(C)(C)OB([C:22]2[CH2:23][N:24]([C:28]([O:30][C:31]([CH3:34])([CH3:33])[CH3:32])=[O:29])[CH2:25][CH2:26][CH:27]=2)O1.C(=O)([O-])[O-].[Na+].[Na+].C1COCC1. (3) The reactants are: C1(P(C2C=CC=CC=2)C2C=CC=CC=2)C=CC=CC=1.[OH:20][C:21]1[CH:30]=[C:29]2[C:24]([C:25](=[O:39])[N:26]([CH2:31][O:32][C:33](=[O:38])[C:34]([CH3:37])([CH3:36])[CH3:35])[CH:27]=[N:28]2)=[CH:23][C:22]=1[O:40][CH3:41].[C:42]([O:46][C:47]([N:49]1[CH2:54][CH2:53][CH:52]([CH2:55]O)[CH2:51][CH2:50]1)=[O:48])([CH3:45])([CH3:44])[CH3:43].N(C(OCC)=O)=NC(OCC)=O. Given the product [C:42]([O:46][C:47]([N:49]1[CH2:54][CH2:53][CH:52]([CH2:55][O:20][C:21]2[CH:30]=[C:29]3[C:24]([C:25](=[O:39])[N:26]([CH2:31][O:32][C:33](=[O:38])[C:34]([CH3:35])([CH3:36])[CH3:37])[CH:27]=[N:28]3)=[CH:23][C:22]=2[O:40][CH3:41])[CH2:51][CH2:50]1)=[O:48])([CH3:45])([CH3:43])[CH3:44], predict the reactants needed to synthesize it. (4) The reactants are: F[P-](F)(F)(F)(F)F.N1(O[P+](N(C)C)(N(C)C)N(C)C)[C:12]2[CH:13]=CC=[CH:16][C:11]=2N=N1.C1(CC(N2CC3C(=CC=CC=3)C2=O)C(O)=[O:36])CCCC1.NC1SC=CN=1.[CH:54]1([CH2:60][C@@H:61]([N:70]2[CH2:78][C:77]3[C:72](=[CH:73][CH:74]=[CH:75][CH:76]=3)[C:71]2=[O:79])[C:62]([NH:64][C:65]2S[CH:67]=[CH:68][N:69]=2)=[O:63])[CH2:59][CH2:58][CH2:57][CH2:56][CH2:55]1. Given the product [O:36]1[C:67]2[CH:16]=[CH:11][CH:12]=[CH:13][C:68]=2[N:69]=[C:65]1[NH:64][C:62](=[O:63])[C@@H:61]([N:70]1[CH2:78][C:77]2[C:72](=[CH:73][CH:74]=[CH:75][CH:76]=2)[C:71]1=[O:79])[CH2:60][CH:54]1[CH2:59][CH2:58][CH2:57][CH2:56][CH2:55]1, predict the reactants needed to synthesize it. (5) Given the product [S:16]1[CH:20]=[CH:19][CH:18]=[C:17]1[O:21][CH2:22][CH2:23][C:24]1[N:33]=[C:32]2[C:27]([CH2:28][CH2:29][CH2:30][N:31]2[C:9]([O:11][C:12]([CH3:13])([CH3:14])[CH3:15])=[O:10])=[CH:26][CH:25]=1, predict the reactants needed to synthesize it. The reactants are: [C:9](O[C:9]([O:11][C:12]([CH3:15])([CH3:14])[CH3:13])=[O:10])([O:11][C:12]([CH3:15])([CH3:14])[CH3:13])=[O:10].[S:16]1[CH:20]=[CH:19][CH:18]=[C:17]1[O:21][CH2:22][CH2:23][C:24]1[N:33]=[C:32]2[C:27]([CH2:28][CH2:29][CH2:30][NH:31]2)=[CH:26][CH:25]=1.C1COCC1. (6) Given the product [CH2:11]([C:10]1[S:17][C:2]([C:3]([O:5][CH2:6][CH3:7])=[O:4])=[N:8][N:9]=1)[CH2:12][C:13]#[CH:14], predict the reactants needed to synthesize it. The reactants are: O=[C:2]([NH:8][NH:9][C:10](=O)[CH2:11][CH2:12][C:13]#[CH:14])[C:3]([O:5][CH2:6][CH3:7])=[O:4].P12(SP3(SP(SP(S3)(S1)=S)(=S)S2)=S)=[S:17]. (7) Given the product [CH3:1][O:2][C:3](=[O:14])[C:4]1[CH:12]=[C:11]([I:13])[CH:10]=[C:6]([C:7]([N:32]([CH3:33])[CH2:26][CH2:27][CH3:28])=[O:9])[CH:5]=1, predict the reactants needed to synthesize it. The reactants are: [CH3:1][O:2][C:3](=[O:14])[C:4]1[CH:12]=[C:11]([I:13])[CH:10]=[C:6]([C:7]([OH:9])=O)[CH:5]=1.O.ON1C2C=CC=CC=2N=N1.[CH:26]1([N:32]=[C:33]=NC2CCCCC2)CCC[CH2:28][CH2:27]1.CNCCC.